Dataset: Peptide-MHC class II binding affinity with 134,281 pairs from IEDB. Task: Regression. Given a peptide amino acid sequence and an MHC pseudo amino acid sequence, predict their binding affinity value. This is MHC class II binding data. (1) The peptide sequence is KNVLKVGRLSAEELM. The MHC is HLA-DPA10301-DPB10402 with pseudo-sequence HLA-DPA10301-DPB10402. The binding affinity (normalized) is 0.320. (2) The peptide sequence is PTHRHLKGEACPLPH. The MHC is H-2-IAb with pseudo-sequence H-2-IAb. The binding affinity (normalized) is 0.0404. (3) The peptide sequence is YQGVQQKWDATATEL. The MHC is DRB1_1201 with pseudo-sequence DRB1_1201. The binding affinity (normalized) is 0.